Dataset: Forward reaction prediction with 1.9M reactions from USPTO patents (1976-2016). Task: Predict the product of the given reaction. (1) Given the reactants [C:1]([O:5][C:6](=[O:32])[NH:7][CH2:8][CH2:9][O:10][CH2:11][CH2:12][O:13][CH2:14][CH2:15][O:16][CH2:17][CH2:18][O:19][CH2:20][CH2:21][O:22][CH2:23][CH2:24][O:25][CH2:26][CH2:27][O:28][CH2:29][CH2:30][NH2:31])([CH3:4])([CH3:3])[CH3:2].C(N(CC)CC)C.[C:40](OC(=O)C)(=[O:42])[CH3:41], predict the reaction product. The product is: [C:1]([O:5][C:6](=[O:32])[NH:7][CH2:8][CH2:9][O:10][CH2:11][CH2:12][O:13][CH2:14][CH2:15][O:16][CH2:17][CH2:18][O:19][CH2:20][CH2:21][O:22][CH2:23][CH2:24][O:25][CH2:26][CH2:27][O:28][CH2:29][CH2:30][NH:31][C:40](=[O:42])[CH3:41])([CH3:4])([CH3:2])[CH3:3]. (2) The product is: [O:29]=[C:28]1[N:22]=[C:21]2[CH:20]=[CH:19][C:4]([O:5][CH2:6][CH2:7][CH2:8][N:9]3[CH2:18][CH2:17][C:16]4[C:11](=[CH:12][CH:13]=[CH:14][CH:15]=4)[CH2:10]3)=[CH:3][C:2]2=[N:1]1. Given the reactants [NH2:1][C:2]1[CH:3]=[C:4]([CH:19]=[CH:20][C:21]=1[NH2:22])[O:5][CH2:6][CH2:7][CH2:8][N:9]1[CH2:18][CH2:17][C:16]2[C:11](=[CH:12][CH:13]=[CH:14][CH:15]=2)[CH2:10]1.C1N=CN([C:28](N2C=NC=C2)=[O:29])C=1, predict the reaction product. (3) Given the reactants [F:1][C:2]1[CH:40]=[CH:39][C:5]([O:6][C:7]2[CH:12]=[CH:11][C:10]([NH:13][C:14]([C@@H:16]3[CH2:21][N:20]([C:22]([O:24][CH2:25][C:26]4[CH:31]=[CH:30][CH:29]=[CH:28][CH:27]=4)=[O:23])[CH2:19][CH2:18][N:17]3C(OC(C)(C)C)=O)=[O:15])=[CH:9][CH:8]=2)=[CH:4][CH:3]=1, predict the reaction product. The product is: [F:1][C:2]1[CH:40]=[CH:39][C:5]([O:6][C:7]2[CH:8]=[CH:9][C:10]([NH:13][C:14]([C@H:16]3[NH:17][CH2:18][CH2:19][N:20]([C:22]([O:24][CH2:25][C:26]4[CH:27]=[CH:28][CH:29]=[CH:30][CH:31]=4)=[O:23])[CH2:21]3)=[O:15])=[CH:11][CH:12]=2)=[CH:4][CH:3]=1. (4) Given the reactants [N:1]1[N:2]([C:6]2[CH:11]=[CH:10][CH:9]=[CH:8][C:7]=2[C:12]([N:14]2[CH2:19][C@H:18]([OH:20])[CH2:17][CH2:16][C@H:15]2[CH3:21])=[O:13])[N:3]=[CH:4][CH:5]=1.O[C@H]1CN(C(OCC2C=CC=CC=2)=O)[C@H](C)CC1, predict the reaction product. The product is: [N:1]1[N:2]([C:6]2[CH:11]=[CH:10][CH:9]=[CH:8][C:7]=2[C:12]([N:14]2[CH2:19][C@@H:18]([OH:20])[CH2:17][CH2:16][C@H:15]2[CH3:21])=[O:13])[N:3]=[CH:4][CH:5]=1. (5) Given the reactants [F:1][C:2]1[C:3]([CH3:25])=[C:4]([C:8]2([C:21]([O:23][CH3:24])=[O:22])[CH2:12][CH2:11][C:10](OS(C(F)(F)F)(=O)=O)=[CH:9]2)[CH:5]=[CH:6][CH:7]=1.Br[C:27]1[CH:32]=[N:31][CH:30]=[CH:29][N:28]=1, predict the reaction product. The product is: [F:1][C:2]1[C:3]([CH3:25])=[C:4]([C:8]2([C:21]([O:23][CH3:24])=[O:22])[CH2:12][CH2:11][C:10]([C:27]3[CH:32]=[N:31][CH:30]=[CH:29][N:28]=3)=[CH:9]2)[CH:5]=[CH:6][CH:7]=1. (6) Given the reactants [CH:1]([C:4]1[CH:9]=[CH:8][C:7]([C:10]2[C:19]3[C:14](=[CH:15][CH:16]=[C:17]([O:20][CH2:21][C:22]#[CH:23])[CH:18]=3)[CH:13]=[C:12]([C:24]([OH:26])=O)[N:11]=2)=[CH:6][CH:5]=1)([CH3:3])[CH3:2].[NH2:27][C:28]1[CH:29]=[C:30]([S:34]([CH2:37][CH2:38][OH:39])(=[O:36])=[O:35])[CH:31]=[CH:32][CH:33]=1.F[P-](F)(F)(F)(F)F.N1(O[P+](N(C)C)(N(C)C)N(C)C)C2C=CC=CC=2N=N1.CS(C)=O, predict the reaction product. The product is: [OH:39][CH2:38][CH2:37][S:34]([C:30]1[CH:29]=[C:28]([NH:27][C:24]([C:12]2[N:11]=[C:10]([C:7]3[CH:6]=[CH:5][C:4]([CH:1]([CH3:3])[CH3:2])=[CH:9][CH:8]=3)[C:19]3[C:14]([CH:13]=2)=[CH:15][CH:16]=[C:17]([O:20][CH2:21][C:22]#[CH:23])[CH:18]=3)=[O:26])[CH:33]=[CH:32][CH:31]=1)(=[O:35])=[O:36]. (7) Given the reactants [F:1][C:2]1[CH:3]=[CH:4][C:5]([C:14]2[CH2:19][C:18]([CH3:21])([CH3:20])[CH2:17][C:16]([CH3:23])([CH3:22])[CH:15]=2)=[C:6]([CH:8]2[CH2:13][CH2:12][NH:11][CH2:10][CH2:9]2)[CH:7]=1.[CH:24](=O)[CH2:25][CH2:26][CH3:27].C(O[BH-](OC(=O)C)OC(=O)C)(=O)C.[Na+].C(O)(=O)C.C(=O)([O-])O.[Na+], predict the reaction product. The product is: [CH2:24]([N:11]1[CH2:10][CH2:9][CH:8]([C:6]2[CH:7]=[C:2]([F:1])[CH:3]=[CH:4][C:5]=2[C:14]2[CH2:19][C:18]([CH3:21])([CH3:20])[CH2:17][C:16]([CH3:23])([CH3:22])[CH:15]=2)[CH2:13][CH2:12]1)[CH2:25][CH2:26][CH3:27]. (8) Given the reactants [CH3:1][N:2]([CH3:20])[C:3]1[CH:8]=[CH:7][C:6]([NH:9][S:10]([C:13]2[CH:18]=[CH:17][C:16](Br)=[CH:15][CH:14]=2)(=[O:12])=[O:11])=[CH:5][CH:4]=1.C([O-])(=O)C.[K+].[CH3:26][O:27][C:28]1[CH:33]=[CH:32][N:31]=[C:30]([CH2:34][CH2:35][C:36]2[NH:45][C:39]3=[N:40][CH:41]=[C:42](I)[CH:43]=[C:38]3[N:37]=2)[CH:29]=1.C(=O)([O-])[O-].[K+].[K+].[Cl-].[Li+], predict the reaction product. The product is: [CH3:1][N:2]([CH3:20])[C:3]1[CH:8]=[CH:7][C:6]([NH:9][S:10]([C:13]2[CH:18]=[CH:17][C:16]([C:42]3[CH:43]=[C:38]4[N:37]=[C:36]([CH2:35][CH2:34][C:30]5[CH:29]=[C:28]([O:27][CH3:26])[CH:33]=[CH:32][N:31]=5)[NH:45][C:39]4=[N:40][CH:41]=3)=[CH:15][CH:14]=2)(=[O:12])=[O:11])=[CH:5][CH:4]=1. (9) Given the reactants [CH2:1]([NH:3][C:4]([NH:6][C:7]1[CH:12]=[CH:11][C:10]([C:13]2[N:14]=[C:15]([N:23]3[CH2:28][CH2:27][O:26][CH2:25][C@@H:24]3[CH3:29])[C:16]3[CH2:22][CH2:21][NH:20][CH2:19][C:17]=3[N:18]=2)=[CH:9][CH:8]=1)=[O:5])[CH3:2].[CH3:30][O:31][C:32](Cl)=[O:33], predict the reaction product. The product is: [CH2:1]([NH:3][C:4](=[O:5])[NH:6][C:7]1[CH:8]=[CH:9][C:10]([C:13]2[N:14]=[C:15]([N:23]3[CH2:28][CH2:27][O:26][CH2:25][C@@H:24]3[CH3:29])[C:16]3[CH2:22][CH2:21][N:20]([C:32]([O:31][CH3:30])=[O:33])[CH2:19][C:17]=3[N:18]=2)=[CH:11][CH:12]=1)[CH3:2].